From a dataset of Full USPTO retrosynthesis dataset with 1.9M reactions from patents (1976-2016). Predict the reactants needed to synthesize the given product. (1) Given the product [CH3:34][C:35]1[N:36]=[C:37]([CH3:50])[C:38]2[N:39]([CH:41]=[C:42]([C:44]3[C:45](=[O:46])[O:9][C:8]4=[N:7][C:6]([N:10]5[CH2:16][CH2:15][CH2:14][N:13]([C:17]([O:19][C:20]([CH3:23])([CH3:22])[CH3:21])=[O:18])[CH2:12][CH2:11]5)=[CH:5][CH:4]=[C:3]4[CH:1]=3)[N:43]=2)[CH:40]=1, predict the reactants needed to synthesize it. The reactants are: [CH:1]([C:3]1[CH:4]=[CH:5][C:6]([N:10]2[CH2:16][CH2:15][CH2:14][N:13]([C:17]([O:19][C:20]([CH3:23])([CH3:22])[CH3:21])=[O:18])[CH2:12][CH2:11]2)=[N:7][C:8]=1[OH:9])=O.N1CCCCC1.C(O)(=O)C.[CH3:34][C:35]1[N:36]=[C:37]([CH3:50])[C:38]2[N:39]([CH:41]=[C:42]([CH2:44][C:45](OCC)=[O:46])[N:43]=2)[CH:40]=1. (2) Given the product [CH2:25]([O:27][C:28](=[O:36])[C@:29]([O:12][CH2:13][C:14]([C:16]1[CH:21]=[CH:20][CH:19]=[C:18]([Br:22])[N:17]=1)([NH:10][C:8]([O:7][C:3]([CH3:6])([CH3:5])[CH3:4])=[O:9])[CH3:15])([CH3:34])[C:30]([F:32])([F:33])[F:31])[CH3:26], predict the reactants needed to synthesize it. The reactants are: [H-].[Na+].[C:3]([O:7][C:8]([N:10]1[C:14]([C:16]2[CH:21]=[CH:20][CH:19]=[C:18]([Br:22])[N:17]=2)([CH3:15])[CH2:13][O:12]S1(=O)=O)=[O:9])([CH3:6])([CH3:5])[CH3:4].[CH2:25]([O:27][C:28](=[O:36])[C@:29](O)([CH3:34])[C:30]([F:33])([F:32])[F:31])[CH3:26]. (3) Given the product [Cl:30][C:22]1[CH:21]=[C:20]([NH:19][C:17]([C:14]2[CH:13]=[C:12]([C:9]3[CH:8]=[CH:7][C:6]([CH:2]=[O:1])=[CH:11][CH:10]=3)[O:16][N:15]=2)=[O:18])[CH:25]=[CH:24][C:23]=1[O:26][CH:27]([CH3:29])[CH3:28], predict the reactants needed to synthesize it. The reactants are: [O:1]1CCO[CH:2]1[C:6]1[CH:11]=[CH:10][C:9]([C:12]2[O:16][N:15]=[C:14]([C:17]([NH:19][C:20]3[CH:25]=[CH:24][C:23]([O:26][CH:27]([CH3:29])[CH3:28])=[C:22]([Cl:30])[CH:21]=3)=[O:18])[CH:13]=2)=[CH:8][CH:7]=1.Cl.[OH-].[Na+]. (4) Given the product [F:1][C:2]([F:7])([F:6])[C:3]([OH:5])=[O:4].[NH2:15][C@@H:16]([C@@H:27]([CH3:30])[CH2:28][CH3:29])[C:17]([N:19]1[CH2:23][C:22](=[O:24])[CH2:21][C@H:20]1[C:25]#[N:26])=[O:18], predict the reactants needed to synthesize it. The reactants are: [F:1][C:2]([F:7])([F:6])[C:3]([OH:5])=[O:4].C(OC([NH:15][C@@H:16]([C@@H:27]([CH3:30])[CH2:28][CH3:29])[C:17]([N:19]1[CH2:23][C:22](=[O:24])[CH2:21][C@H:20]1[C:25]#[N:26])=[O:18])=O)(C)(C)C. (5) The reactants are: [C:1]1([C:12]2[CH:17]=[CH:16][CH:15]=[CH:14][CH:13]=2)[CH:6]=[CH:5][C:4]([C:7]2[N:8]=[CH:9][NH:10][CH:11]=2)=[CH:3][CH:2]=1.[C:18]([C:22]1[CH:27]=[CH:26][N:25]=[C:24]([N:28]2[C:40]3[CH:39]=[C:38]([OH:41])[CH:37]=[CH:36][C:35]=3[C:34]3[C:29]2=[CH:30][CH:31]=[CH:32][CH:33]=3)[CH:23]=1)([CH3:21])([CH3:20])[CH3:19].N1[CH:47]=[CH:46][CH:45]=[CH:44][C:43]=1[C:48](O)=O.[O-]P([O-])([O-])=O.[K+].[K+].[K+]. Given the product [C:1]1([C:12]2[CH:17]=[CH:16][CH:15]=[CH:14][CH:13]=2)[CH:6]=[CH:5][C:4]([C:7]2[N:8]=[CH:9][N:10]([C:44]3[CH:45]=[C:46]([CH:47]=[C:48]([C:1]([CH3:12])([CH3:6])[CH3:2])[CH:43]=3)[O:41][C:38]3[CH:37]=[CH:36][C:35]4[C:34]5[C:29](=[CH:30][CH:31]=[CH:32][CH:33]=5)[N:28]([C:24]5[CH:23]=[C:22]([C:18]([CH3:21])([CH3:19])[CH3:20])[CH:27]=[CH:26][N:25]=5)[C:40]=4[CH:39]=3)[CH:11]=2)=[CH:3][CH:2]=1, predict the reactants needed to synthesize it.